This data is from Reaction yield outcomes from USPTO patents with 853,638 reactions. The task is: Predict the reaction yield, written as a fraction of the theoretical maximum amount of product (1.0 means a 100% yield; for example, 0.34 means a 34% yield). The reactants are [CH3:1][O:2][C:3](=[O:16])[C@@H:4]([NH:8][C:9]([O:11][C:12]([CH3:15])([CH3:14])[CH3:13])=[O:10])[CH2:5][CH2:6]Br.[CH2:17]([N:19](CC)[CH2:20]C)C.CNC. The catalyst is C1COCC1. The product is [CH3:1][O:2][C:3](=[O:16])[C@@H:4]([NH:8][C:9]([O:11][C:12]([CH3:15])([CH3:14])[CH3:13])=[O:10])[CH2:5][CH2:6][N:19]([CH3:20])[CH3:17]. The yield is 0.970.